From a dataset of Reaction yield outcomes from USPTO patents with 853,638 reactions. Predict the reaction yield, written as a fraction of the theoretical maximum amount of product (1.0 means a 100% yield; for example, 0.34 means a 34% yield). (1) The reactants are [CH:1]1([N:7]([CH:18]2[CH2:23][CH2:22][CH2:21][CH2:20][CH2:19]2)[C:8]([NH:10][C:11]2[S:12][C:13]([CH:16]=O)=[CH:14][N:15]=2)=[O:9])[CH2:6][CH2:5][CH2:4][CH2:3][CH2:2]1.[CH:24]1([NH2:29])[CH2:28][CH2:27][CH2:26][CH2:25]1.C(O[BH-](OC(=O)C)OC(=O)C)(=O)C.[Na+]. No catalyst specified. The product is [CH:1]1([N:7]([CH:18]2[CH2:23][CH2:22][CH2:21][CH2:20][CH2:19]2)[C:8]([NH:10][C:11]2[S:12][C:13]([CH2:16][NH:29][CH:24]3[CH2:28][CH2:27][CH2:26][CH2:25]3)=[CH:14][N:15]=2)=[O:9])[CH2:6][CH2:5][CH2:4][CH2:3][CH2:2]1. The yield is 0.370. (2) The reactants are [I:1][C:2]1[CH:9]=[CH:8][C:5]([C:6]#[N:7])=[CH:4][CH:3]=1.[CH2:10]([Mg]Br)[CH3:11].B(F)(F)F.CCOCC.Cl. The catalyst is CC(C)[O-].[Ti+4].CC(C)[O-].CC(C)[O-].CC(C)[O-].C1COCC1.C(OCC)C. The product is [I:1][C:2]1[CH:9]=[CH:8][C:5]([C:6]2([NH2:7])[CH2:11][CH2:10]2)=[CH:4][CH:3]=1. The yield is 0.230. (3) The reactants are [CH3:1][O:2][N:3]=[C:4]1[CH2:8][C@@H:7]([C:9]2[O:13][N:12]=[C:11]([CH:14]3[CH2:19][CH2:18][NH:17][CH2:16][CH2:15]3)[N:10]=2)[N:6]([C:20]([C:22]2[CH:27]=[CH:26][C:25]([C:28]3[CH:33]=[CH:32][CH:31]=[CH:30][CH:29]=3)=[CH:24][CH:23]=2)=[O:21])[CH2:5]1.C(N(CC)CC)C.[C:41](Cl)(=[O:43])[CH3:42].C(=O)([O-])[O-].[Na+].[Na+]. The catalyst is C(Cl)Cl. The product is [CH3:1][O:2][N:3]=[C:4]1[CH2:8][C@@H:7]([C:9]2[O:13][N:12]=[C:11]([CH:14]3[CH2:19][CH2:18][N:17]([C:41](=[O:43])[CH3:42])[CH2:16][CH2:15]3)[N:10]=2)[N:6]([C:20]([C:22]2[CH:23]=[CH:24][C:25]([C:28]3[CH:33]=[CH:32][CH:31]=[CH:30][CH:29]=3)=[CH:26][CH:27]=2)=[O:21])[CH2:5]1. The yield is 0.950. (4) The reactants are C([O:3][C:4](=[O:20])[CH2:5][N:6]([C:8](=[O:19])[CH2:9][N:10]([C:12]([O:14][C:15]([CH3:18])([CH3:17])[CH3:16])=[O:13])[CH3:11])[CH3:7])C.[Li+].[OH-]. The catalyst is O.C1COCC1. The product is [C:15]([O:14][C:12]([N:10]([CH3:11])[CH2:9][C:8]([N:6]([CH2:5][C:4]([OH:20])=[O:3])[CH3:7])=[O:19])=[O:13])([CH3:18])([CH3:17])[CH3:16]. The yield is 0.900. (5) The reactants are [N:1]1[CH:6]=[CH:5][CH:4]=[C:3]([NH:7][C:8](=[O:15])OCC(Cl)(Cl)Cl)[N:2]=1.Cl.Cl.[C:18]1([C:24]2[N:29]=[C:28]([N:30]3[CH2:35][CH2:34][NH:33][CH2:32][CH2:31]3)[CH:27]=[CH:26][CH:25]=2)[CH:23]=[CH:22][CH:21]=[CH:20][CH:19]=1. No catalyst specified. The product is [C:18]1([C:24]2[N:29]=[C:28]([N:30]3[CH2:35][CH2:34][N:33]([C:8]([NH:7][C:3]4[N:2]=[N:1][CH:6]=[CH:5][CH:4]=4)=[O:15])[CH2:32][CH2:31]3)[CH:27]=[CH:26][CH:25]=2)[CH:19]=[CH:20][CH:21]=[CH:22][CH:23]=1. The yield is 0.350. (6) The reactants are [F:1][C:2]1[CH:3]=[CH:4][C:5]([N+:9]([O-:11])=[O:10])=[C:6]([OH:8])[CH:7]=1.C([O-])([O-])=O.[K+].[K+].[CH2:18](I)[CH3:19].O. The catalyst is CN(C=O)C. The product is [CH2:18]([O:8][C:6]1[CH:7]=[C:2]([F:1])[CH:3]=[CH:4][C:5]=1[N+:9]([O-:11])=[O:10])[CH3:19]. The yield is 0.990. (7) The reactants are [F:1][C:2]1[CH:16]=[CH:15][C:5]2[C:6]3[N:7]([CH:11]=[C:12](I)[N:13]=3)[CH2:8][CH2:9][O:10][C:4]=2[CH:3]=1.C1(P(C2C=CC=CC=2)C2[C:37]3[O:36]C4C(=CC=CC=4P(C4C=CC=CC=4)C4C=CC=CC=4)C(C)(C)C=3C=CC=2)C=CC=CC=1.C[OH:60].C(N(CC)CC)C.Cl. The catalyst is C([O-])(=O)C.[Pd+2].C([O-])(=O)C. The product is [F:1][C:2]1[CH:16]=[CH:15][C:5]2[C:6]3[N:7]([CH:11]=[C:12]([C:37]([OH:36])=[O:60])[N:13]=3)[CH2:8][CH2:9][O:10][C:4]=2[CH:3]=1. The yield is 0.646.